Dataset: NCI-60 drug combinations with 297,098 pairs across 59 cell lines. Task: Regression. Given two drug SMILES strings and cell line genomic features, predict the synergy score measuring deviation from expected non-interaction effect. (1) Drug 1: CCC1=C2CN3C(=CC4=C(C3=O)COC(=O)C4(CC)O)C2=NC5=C1C=C(C=C5)O. Drug 2: CC12CCC3C(C1CCC2O)C(CC4=C3C=CC(=C4)O)CCCCCCCCCS(=O)CCCC(C(F)(F)F)(F)F. Cell line: RPMI-8226. Synergy scores: CSS=3.83, Synergy_ZIP=-1.37, Synergy_Bliss=-1.11, Synergy_Loewe=-13.6, Synergy_HSA=-4.01. (2) Drug 1: CCC1(CC2CC(C3=C(CCN(C2)C1)C4=CC=CC=C4N3)(C5=C(C=C6C(=C5)C78CCN9C7C(C=CC9)(C(C(C8N6C=O)(C(=O)OC)O)OC(=O)C)CC)OC)C(=O)OC)O.OS(=O)(=O)O. Drug 2: C(CN)CNCCSP(=O)(O)O. Cell line: SF-539. Synergy scores: CSS=18.3, Synergy_ZIP=-5.65, Synergy_Bliss=-0.873, Synergy_Loewe=-22.5, Synergy_HSA=-0.650. (3) Drug 1: C1=CC(=CC=C1C#N)C(C2=CC=C(C=C2)C#N)N3C=NC=N3. Drug 2: C1CN1C2=NC(=NC(=N2)N3CC3)N4CC4. Cell line: K-562. Synergy scores: CSS=33.7, Synergy_ZIP=9.12, Synergy_Bliss=6.75, Synergy_Loewe=-7.66, Synergy_HSA=-3.84. (4) Drug 1: C1=CC(=CC=C1CCC2=CNC3=C2C(=O)NC(=N3)N)C(=O)NC(CCC(=O)O)C(=O)O. Drug 2: C1=CC(=CC=C1CC(C(=O)O)N)N(CCCl)CCCl.Cl. Cell line: NCI-H322M. Synergy scores: CSS=1.80, Synergy_ZIP=-0.0508, Synergy_Bliss=-1.95, Synergy_Loewe=-18.8, Synergy_HSA=-5.63. (5) Drug 1: C1CN1P(=S)(N2CC2)N3CC3. Drug 2: COC1=C2C(=CC3=C1OC=C3)C=CC(=O)O2. Cell line: MALME-3M. Synergy scores: CSS=7.14, Synergy_ZIP=-2.00, Synergy_Bliss=-0.472, Synergy_Loewe=-1.61, Synergy_HSA=-1.00. (6) Drug 1: CC1=C(C=C(C=C1)NC(=O)C2=CC=C(C=C2)CN3CCN(CC3)C)NC4=NC=CC(=N4)C5=CN=CC=C5. Drug 2: COCCOC1=C(C=C2C(=C1)C(=NC=N2)NC3=CC=CC(=C3)C#C)OCCOC.Cl. Cell line: U251. Synergy scores: CSS=4.92, Synergy_ZIP=-0.385, Synergy_Bliss=3.95, Synergy_Loewe=2.26, Synergy_HSA=4.08. (7) Drug 1: C1=CC=C(C(=C1)C(C2=CC=C(C=C2)Cl)C(Cl)Cl)Cl. Drug 2: CC(C)NC(=O)C1=CC=C(C=C1)CNNC.Cl. Cell line: K-562. Synergy scores: CSS=10.0, Synergy_ZIP=-2.40, Synergy_Bliss=-0.301, Synergy_Loewe=-4.45, Synergy_HSA=-1.73.